This data is from Full USPTO retrosynthesis dataset with 1.9M reactions from patents (1976-2016). The task is: Predict the reactants needed to synthesize the given product. Given the product [CH2:1]1[C:19]2([CH2:24][CH2:23][N:22]([C:25]3[CH:35]=[CH:34][C:28]([C:29]([O:31][CH2:32][CH3:33])=[O:30])=[CH:27][CH:26]=3)[CH2:21][CH2:20]2)[CH2:18]1, predict the reactants needed to synthesize it. The reactants are: [CH3:1]N(N=O)C(N[N+]([O-])=O)=N.[OH-].[K+].C(OCC)C.[CH2:18]=[C:19]1[CH2:24][CH2:23][N:22]([C:25]2[CH:35]=[CH:34][C:28]([C:29]([O:31][CH2:32][CH3:33])=[O:30])=[CH:27][CH:26]=2)[CH2:21][CH2:20]1.